This data is from Full USPTO retrosynthesis dataset with 1.9M reactions from patents (1976-2016). The task is: Predict the reactants needed to synthesize the given product. (1) Given the product [Cl:1][C:2]1[CH:37]=[CH:36][C:5]([O:6][C:7]2[CH:8]=[CH:9][C:10]([N:13]3[C@@H:17]([C:18]4[CH:23]=[C:22]([F:24])[CH:21]=[C:20]([F:25])[CH:19]=4)[C@H:16]([CH2:26][OH:27])[O:15][C:14]3=[O:35])=[CH:11][CH:12]=2)=[CH:4][CH:3]=1, predict the reactants needed to synthesize it. The reactants are: [Cl:1][C:2]1[CH:37]=[CH:36][C:5]([O:6][C:7]2[CH:12]=[CH:11][C:10]([N:13]3[C@@H:17]([C:18]4[CH:23]=[C:22]([F:24])[CH:21]=[C:20]([F:25])[CH:19]=4)[C@H:16]([CH2:26][O:27]CC4C=CC=CC=4)[O:15][C:14]3=[O:35])=[CH:9][CH:8]=2)=[CH:4][CH:3]=1.[H][H]. (2) The reactants are: [NH2:1][CH2:2][C@@H:3]1[C@@H:11]([C@@:12]2([CH3:21])[CH2:17][CH2:16][C@H:15]([OH:18])[CH2:14][C@@H:13]2[CH2:19][OH:20])[CH2:10][CH2:9][C@@:8]2([CH3:22])[C@H:4]1[CH2:5][CH2:6][C:7]2=[CH2:23].[CH2:24]([N:31]=[C:32]=[O:33])[C:25]1[CH:30]=[CH:29][CH:28]=[CH:27][CH:26]=1. Given the product [CH2:24]([NH:31][C:32]([NH:1][CH2:2][C@@H:3]1[C@@H:11]([C@@:12]2([CH3:21])[CH2:17][CH2:16][C@H:15]([OH:18])[CH2:14][C@@H:13]2[CH2:19][OH:20])[CH2:10][CH2:9][C@@:8]2([CH3:22])[C@H:4]1[CH2:5][CH2:6][C:7]2=[CH2:23])=[O:33])[C:25]1[CH:30]=[CH:29][CH:28]=[CH:27][CH:26]=1, predict the reactants needed to synthesize it. (3) Given the product [I:12][C:13]1[CH:14]=[C:15]([CH:18]=[CH:19][CH:20]=1)[CH2:16][N:4]1[C:2](=[O:3])[CH:1]([NH:8][C:9]([NH2:11])=[O:10])[NH:7][C:5]1=[O:6], predict the reactants needed to synthesize it. The reactants are: [CH:1]1([NH:8][C:9]([NH2:11])=[O:10])[NH:7][C:5](=[O:6])[NH:4][C:2]1=[O:3].[I:12][C:13]1[CH:14]=[C:15]([CH:18]=[CH:19][CH:20]=1)[CH2:16]Br.[H-].[Na+]. (4) Given the product [Cl:1][C:2]1[N:3]=[CH:4][C:5]([CH:6]([OH:7])[C:17]([F:20])([F:19])[F:18])=[CH:8][CH:9]=1, predict the reactants needed to synthesize it. The reactants are: [Cl:1][C:2]1[CH:9]=[CH:8][C:5]([CH:6]=[O:7])=[CH:4][N:3]=1.O1CCCC1.C[Si](C)(C)[C:17]([F:20])([F:19])[F:18].[F-].C([N+](CCCC)(CCCC)CCCC)CCC. (5) Given the product [F:23][C:24]([F:35])([F:36])[O:25][C:26]1[CH:31]=[C:30]([C:15]2[CH:22]=[CH:21][C:18]([CH:19]=[O:20])=[CH:17][CH:16]=2)[CH:29]=[CH:28][CH:27]=1, predict the reactants needed to synthesize it. The reactants are: C1(C)C=CC=CC=1.C(=O)([O-])[O-].[Na+].[Na+].Br[C:15]1[CH:22]=[CH:21][C:18]([CH:19]=[O:20])=[CH:17][CH:16]=1.[F:23][C:24]([F:36])([F:35])[O:25][C:26]1[CH:27]=[C:28](B(O)O)[CH:29]=[CH:30][CH:31]=1. (6) Given the product [CH3:40][O:41][C:42](=[O:61])[CH2:43][CH2:44][CH2:45][CH2:46][CH2:47][CH2:48][CH2:49][CH2:50][CH2:51][CH2:52][CH2:53][C:54]1([S:57](=[O:60])(=[O:59])[NH:58][C:14]([C@@:9]2([NH:8][C:6]([O:5][C:1]([CH3:2])([CH3:3])[CH3:4])=[O:7])[CH2:11][C@H:10]2[CH:12]=[CH2:13])=[O:16])[CH2:55][CH2:56]1, predict the reactants needed to synthesize it. The reactants are: [C:1]([O:5][C:6]([NH:8][C@:9]1([C:14]([OH:16])=O)[CH2:11][C@H:10]1[CH:12]=[CH2:13])=[O:7])([CH3:4])([CH3:3])[CH3:2].C1N=CN(C(N2C=NC=C2)=O)C=1.C1CCN2C(=NCCC2)CC1.[CH3:40][O:41][C:42](=[O:61])[CH2:43][CH2:44][CH2:45][CH2:46][CH2:47][CH2:48][CH2:49][CH2:50][CH2:51][CH2:52][CH2:53][C:54]1([S:57](=[O:60])(=[O:59])[NH2:58])[CH2:56][CH2:55]1.